From a dataset of Forward reaction prediction with 1.9M reactions from USPTO patents (1976-2016). Predict the product of the given reaction. (1) Given the reactants [C:1]([OH:14])(=[O:13])/[CH:2]=[CH:3]/[C:4]1[CH:12]=[CH:11][C:9]([OH:10])=[C:6]([O:7][CH3:8])[CH:5]=1.[C:15](OC(=O)C)(=[O:17])[CH3:16].Cl, predict the reaction product. The product is: [C:15]([O:10][C:9]1[CH:11]=[CH:12][C:4](/[CH:3]=[CH:2]/[C:1]([OH:14])=[O:13])=[CH:5][C:6]=1[O:7][CH3:8])(=[O:17])[CH3:16]. (2) The product is: [CH2:1]([O:8][C:9]1[C:16]([O:17][CH3:18])=[CH:15][CH:14]=[CH:13][C:10]=1[CH2:11][OH:12])[C:2]1[CH:3]=[CH:4][CH:5]=[CH:6][CH:7]=1. Given the reactants [CH2:1]([O:8][C:9]1[C:16]([O:17][CH3:18])=[CH:15][CH:14]=[CH:13][C:10]=1[CH:11]=[O:12])[C:2]1[CH:7]=[CH:6][CH:5]=[CH:4][CH:3]=1.[H-].[Al+3].[Li+].[H-].[H-].[H-].O.O.O.O.O.O.O.O.O.O.[O-]S([O-])(=O)=O.[Na+].[Na+], predict the reaction product. (3) Given the reactants [Cl:1][C:2]1[CH:7]=[CH:6][C:5]([NH2:8])=[C:4]([N+:9]([O-:11])=[O:10])[CH:3]=1.Br[C:13]1[CH:14]=[CH:15][C:16]([F:19])=[N:17][CH:18]=1.C1(P(C2CCCCC2)C2C=CC=CC=2C2C(OC)=CC=CC=2OC)CCCCC1.C(=O)([O-])[O-].[Cs+].[Cs+], predict the reaction product. The product is: [Cl:1][C:2]1[CH:7]=[CH:6][C:5]([NH:8][C:13]2[CH:18]=[N:17][C:16]([F:19])=[CH:15][CH:14]=2)=[C:4]([N+:9]([O-:11])=[O:10])[CH:3]=1. (4) Given the reactants [NH2:1][C:2]1[CH:9]=[CH:8][C:5]([CH:6]=[CH2:7])=[CH:4][CH:3]=1.[F:10][C:11]([F:26])([F:25])[C:12]1[CH:13]=[C:14]([N:22]=[C:23]=[S:24])[CH:15]=[C:16]([C:18]([F:21])([F:20])[F:19])[CH:17]=1, predict the reaction product. The product is: [CH:6]([C:5]1[CH:8]=[CH:9][C:2]([NH:1][C:23]([NH:22][C:14]2[CH:15]=[C:16]([C:18]([F:19])([F:20])[F:21])[CH:17]=[C:12]([C:11]([F:10])([F:25])[F:26])[CH:13]=2)=[S:24])=[CH:3][CH:4]=1)=[CH2:7]. (5) Given the reactants [CH:1]1([CH2:4][NH:5][C:6]2[CH:11]=[CH:10][C:9]([NH:12][C:13](=[O:15])[CH3:14])=[CH:8][C:7]=2[N+:16]([O-])=O)[CH2:3][CH2:2]1, predict the reaction product. The product is: [NH2:16][C:7]1[CH:8]=[C:9]([NH:12][C:13](=[O:15])[CH3:14])[CH:10]=[CH:11][C:6]=1[NH:5][CH2:4][CH:1]1[CH2:2][CH2:3]1. (6) The product is: [C:12]([C:14]1([NH:17][C:18]([C@H:20]2[CH2:24][C@H:23]([S:25]([C:28]3[CH:33]=[CH:32][C:31]([N:7]4[CH2:6][CH2:5][N:4]([CH2:3][C:2]([F:1])([F:10])[F:11])[CH2:9][CH2:8]4)=[CH:30][C:29]=3[C:35]([F:37])([F:36])[F:38])(=[O:27])=[O:26])[CH2:22][C@@H:21]2[O:39][CH:40]2[CH2:44][CH2:43][CH2:42][CH2:41]2)=[O:19])[CH2:15][CH2:16]1)#[N:13]. Given the reactants [F:1][C:2]([F:11])([F:10])[CH2:3][N:4]1[CH2:9][CH2:8][NH:7][CH2:6][CH2:5]1.[C:12]([C:14]1([NH:17][C:18]([C@H:20]2[CH2:24][C@H:23]([S:25]([C:28]3[CH:33]=[CH:32][C:31](Br)=[CH:30][C:29]=3[C:35]([F:38])([F:37])[F:36])(=[O:27])=[O:26])[CH2:22][C@@H:21]2[O:39][CH:40]2[CH2:44][CH2:43][CH2:42][CH2:41]2)=[O:19])[CH2:16][CH2:15]1)#[N:13].C(C1(NC([C@H]2C[C@H](S(C3C=CC(Br)=CC=3C(F)(F)F)(=O)=O)C[C@@H]2OC)=O)CC1)#N, predict the reaction product. (7) Given the reactants [C:1]([O:4][CH2:5][C:6]1[C:11](B2OC(C)(C)C(C)(C)O2)=[CH:10][C:9]([F:21])=[CH:8][C:7]=1[N:22]1[CH2:27][CH2:26][N:25]2[C:28]3[CH2:33][C:32]([CH3:35])([CH3:34])[CH2:31][C:29]=3[CH:30]=[C:24]2[C:23]1=[O:36])(=[O:3])[CH3:2].Cl[C:38]1[CH:43]=[CH:42][N:41]=[C:40]2[NH:44][C:45]([C:47]3[CH:48]=[N:49][N:50]([CH3:52])[CH:51]=3)=[N:46][C:39]=12.CC([O-])=O.[Na+].[O-]P([O-])([O-])=O.[K+].[K+].[K+], predict the reaction product. The product is: [C:1]([O:4][CH2:5][C:6]1[C:11]([C:38]2[CH:43]=[CH:42][N:41]=[C:40]3[NH:44][C:45]([C:47]4[CH:48]=[N:49][N:50]([CH3:52])[CH:51]=4)=[N:46][C:39]=23)=[CH:10][C:9]([F:21])=[CH:8][C:7]=1[N:22]1[CH2:27][CH2:26][N:25]2[C:28]3[CH2:33][C:32]([CH3:35])([CH3:34])[CH2:31][C:29]=3[CH:30]=[C:24]2[C:23]1=[O:36])(=[O:3])[CH3:2].